This data is from Forward reaction prediction with 1.9M reactions from USPTO patents (1976-2016). The task is: Predict the product of the given reaction. (1) Given the reactants Cl.[Cl:2][C:3]1[CH:12]=[CH:11][C:10]2[N:9]=[CH:8][C:7]3[N:13]=[N:14][N:15]([CH:16]4[CH2:21][CH2:20][NH:19][CH2:18][CH2:17]4)[C:6]=3[C:5]=2[N:4]=1.[OH:22][C@H:23]([CH3:27])[C:24](O)=[O:25].CN(C(ON1N=NC2C=CC=NC1=2)=[N+](C)C)C.F[P-](F)(F)(F)(F)F.CCN(C(C)C)C(C)C, predict the reaction product. The product is: [Cl:2][C:3]1[CH:12]=[CH:11][C:10]2[N:9]=[CH:8][C:7]3[N:13]=[N:14][N:15]([CH:16]4[CH2:21][CH2:20][N:19]([C:24](=[O:25])[C@H:23]([OH:22])[CH3:27])[CH2:18][CH2:17]4)[C:6]=3[C:5]=2[N:4]=1. (2) The product is: [CH:22]1([CH2:21][C:20]([C:11]2[NH:10][C:14]3=[N:15][CH:16]=[C:17]([F:19])[CH:18]=[C:13]3[CH:12]=2)([C:28]2[CH:33]=[CH:32][C:31]([S:34]([CH3:37])(=[O:36])=[O:35])=[CH:30][CH:29]=2)[OH:27])[CH2:23][CH2:24][CH2:25][CH2:26]1. Given the reactants C1(S([N:10]2[C:14]3=[N:15][CH:16]=[C:17]([F:19])[CH:18]=[C:13]3[CH:12]=[C:11]2[C:20]([C:28]2[CH:33]=[CH:32][C:31]([S:34]([CH3:37])(=[O:36])=[O:35])=[CH:30][CH:29]=2)([OH:27])[CH2:21][CH:22]2[CH2:26][CH2:25][CH2:24][CH2:23]2)(=O)=O)C=CC=CC=1.[F-].C([N+](CCCC)(CCCC)CCCC)CCC, predict the reaction product. (3) Given the reactants B(F)(F)F.[Br:5][C:6]1[C:14]2[S:13][C:12]([NH2:15])=[N:11][C:10]=2[CH:9]=[C:8](N)[CH:7]=1.N(OC(C)(C)C)=O.[I-:24].[K+].II, predict the reaction product. The product is: [Br:5][C:6]1[C:14]2[S:13][C:12]([NH2:15])=[N:11][C:10]=2[CH:9]=[C:8]([I:24])[CH:7]=1. (4) Given the reactants [Br:1][C:2]1[CH:7]=[C:6]([NH:8][CH2:9][C:10]2[CH:20]=[CH:19][C:13]3[N:14]=[C:15]([S:17][CH3:18])[S:16][C:12]=3[CH:11]=2)[C:5]([NH2:21])=[CH:4][CH:3]=1.Br[C:23]1C=C(N)C(NCC2C=CC3N=C(SC)SC=3C=2)=CC=1OC, predict the reaction product. The product is: [Br:1][C:2]1[CH:3]=[CH:4][C:5]2[N:21]=[CH:23][N:8]([CH2:9][C:10]3[CH:20]=[CH:19][C:13]4[N:14]=[C:15]([S:17][CH3:18])[S:16][C:12]=4[CH:11]=3)[C:6]=2[CH:7]=1. (5) Given the reactants [C:1]([O:5][C:6]([N:8]1[CH2:13][CH:12]=[C:11]([C:14]2[CH:19]=[C:18]([C:20]([O:22][CH3:23])=[O:21])[C:17](Br)=[CH:16][C:15]=2[CH2:25][O:26][C:27]2[CH:32]=[CH:31][CH:30]=[CH:29][C:28]=2[C:33]([F:36])([F:35])[F:34])[CH2:10][CH2:9]1)=[O:7])([CH3:4])([CH3:3])[CH3:2].[O:37]1[CH:41]=[CH:40][C:39](B(O)O)=[CH:38]1.P([O-])([O-])([O-])=O.[K+].[K+].[K+], predict the reaction product. The product is: [C:1]([O:5][C:6]([N:8]1[CH2:13][CH:12]=[C:11]([C:14]2[CH:19]=[C:18]([C:20]([O:22][CH3:23])=[O:21])[C:17]([C:39]3[CH:40]=[CH:41][O:37][CH:38]=3)=[CH:16][C:15]=2[CH2:25][O:26][C:27]2[CH:32]=[CH:31][CH:30]=[CH:29][C:28]=2[C:33]([F:36])([F:35])[F:34])[CH2:10][CH2:9]1)=[O:7])([CH3:4])([CH3:3])[CH3:2]. (6) Given the reactants [NH:1]1[CH2:6][CH2:5][CH:4]([NH:7][C:8]([C:10]2[NH:11][C:12]3[C:17]([CH:18]=2)=[C:16]([O:19][CH2:20][CH:21]2[CH2:24][CH2:23][CH2:22]2)[CH:15]=[CH:14][CH:13]=3)=[O:9])[CH2:3][CH2:2]1.[C@H:25]1([CH2:35]O)[C@@H:34]2[N:29]([CH2:30][CH2:31][CH2:32][CH2:33]2)[CH2:28][CH2:27][CH2:26]1, predict the reaction product. The product is: [C@H:25]1([CH2:35][N:1]2[CH2:6][CH2:5][CH:4]([NH:7][C:8]([C:10]3[NH:11][C:12]4[C:17]([CH:18]=3)=[C:16]([O:19][CH2:20][CH:21]3[CH2:24][CH2:23][CH2:22]3)[CH:15]=[CH:14][CH:13]=4)=[O:9])[CH2:3][CH2:2]2)[C@@H:34]2[N:29]([CH2:30][CH2:31][CH2:32][CH2:33]2)[CH2:28][CH2:27][CH2:26]1.